From a dataset of Catalyst prediction with 721,799 reactions and 888 catalyst types from USPTO. Predict which catalyst facilitates the given reaction. Reactant: Cl.[F:2][C:3]1[CH:4]=[C:5]([N+:22]([O-:24])=[O:23])[C:6]([C:13](=[O:21])[CH2:14][C:15]2[N:19]=[CH:18][N:17](C)[N:16]=2)=[C:7]([CH:12]=1)[C:8]([O:10][CH3:11])=[O:9].[F:25][C:26]1[CH:33]=[CH:32][C:29]([CH:30]=O)=[CH:28][CH:27]=1.N1CCC[C@H:35]1C(O)=O. Product: [F:2][C:3]1[CH:4]=[C:5]([N+:22]([O-:24])=[O:23])[C:6]([C:13](=[O:21])/[C:14](/[C:15]2[N:16]([CH3:35])[N:17]=[CH:18][N:19]=2)=[CH:30]/[C:29]2[CH:32]=[CH:33][C:26]([F:25])=[CH:27][CH:28]=2)=[C:7]([CH:12]=1)[C:8]([O:10][CH3:11])=[O:9]. The catalyst class is: 16.